Dataset: Peptide-MHC class II binding affinity with 134,281 pairs from IEDB. Task: Regression. Given a peptide amino acid sequence and an MHC pseudo amino acid sequence, predict their binding affinity value. This is MHC class II binding data. (1) The peptide sequence is REYAAVAEELGALLA. The MHC is DRB1_1501 with pseudo-sequence DRB1_1501. The binding affinity (normalized) is 0.187. (2) The peptide sequence is EKKYFAATCFEPLAA. The binding affinity (normalized) is 0.694. The MHC is DRB1_0701 with pseudo-sequence DRB1_0701. (3) The peptide sequence is PASWKNNRIWLQFAK. The MHC is HLA-DQA10102-DQB10602 with pseudo-sequence HLA-DQA10102-DQB10602. The binding affinity (normalized) is 0.820. (4) The binding affinity (normalized) is 0.827. The peptide sequence is CPKYVKQNTLKLATG. The MHC is DRB1_1101 with pseudo-sequence DRB1_1101. (5) The peptide sequence is AQAVYDFRSIVDYLR. The binding affinity (normalized) is 0.403. The MHC is DRB1_1602 with pseudo-sequence DRB1_1602. (6) The peptide sequence is PSSGCYIHFFREPTD. The MHC is H-2-IAb with pseudo-sequence H-2-IAb. The binding affinity (normalized) is 0.113. (7) The peptide sequence is SSQISFTVDGPIAFVG. The MHC is H-2-IAb with pseudo-sequence H-2-IAb. The binding affinity (normalized) is 0.660.